This data is from Forward reaction prediction with 1.9M reactions from USPTO patents (1976-2016). The task is: Predict the product of the given reaction. (1) Given the reactants [Br:1][C:2]1[CH:7]=[CH:6][C:5](I)=[C:4]([CH3:9])[CH:3]=1.Br[C:11]([F:18])([F:17])[C:12]([O:14][CH2:15][CH3:16])=[O:13].[Cl-].[NH4+], predict the reaction product. The product is: [Br:1][C:2]1[CH:7]=[CH:6][C:5]([C:11]([F:18])([F:17])[C:12]([O:14][CH2:15][CH3:16])=[O:13])=[C:4]([CH3:9])[CH:3]=1. (2) Given the reactants [O:1]=[C:2]1[CH2:6][C:5]2([CH2:11][CH2:10][NH:9][CH2:8][CH2:7]2)[CH2:4][N:3]1[C:12]1[CH:19]=[CH:18][C:15]([C:16]#[N:17])=[CH:14][N:13]=1.[CH3:20][C:21]1[C:29]([CH2:30][CH:31]=O)=[CH:28][CH:27]=[C:26]2[C:22]=1[CH2:23][O:24][C:25]2=[O:33].C(O[BH-](OC(=O)C)OC(=O)C)(=O)C.[Na+], predict the reaction product. The product is: [CH3:20][C:21]1[C:29]([CH2:30][CH2:31][N:9]2[CH2:8][CH2:7][C:5]3([CH2:4][N:3]([C:12]4[CH:19]=[CH:18][C:15]([C:16]#[N:17])=[CH:14][N:13]=4)[C:2](=[O:1])[CH2:6]3)[CH2:11][CH2:10]2)=[CH:28][CH:27]=[C:26]2[C:22]=1[CH2:23][O:24][C:25]2=[O:33]. (3) Given the reactants Br[CH2:2][C:3]1[S:11][C:10]2[C:9]([N:12]3[CH2:17][CH2:16][O:15][CH2:14][CH2:13]3)=[N:8][C:7]([Cl:18])=[N:6][C:5]=2[CH:4]=1.[CH3:19][C@H:20]1[CH2:25][NH:24][CH2:23][C@@H:22]([CH3:26])[NH:21]1.C(=O)([O-])[O-].[K+].[K+], predict the reaction product. The product is: [Cl:18][C:7]1[N:8]=[C:9]([N:12]2[CH2:17][CH2:16][O:15][CH2:14][CH2:13]2)[C:10]2[S:11][C:3]([CH2:2][N:24]3[CH2:23][C@H:22]([CH3:26])[NH:21][C@H:20]([CH3:19])[CH2:25]3)=[CH:4][C:5]=2[N:6]=1.